This data is from Drug-target binding data from BindingDB using Ki measurements. The task is: Regression. Given a target protein amino acid sequence and a drug SMILES string, predict the binding affinity score between them. We predict pKi (pKi = -log10(Ki in M); higher means stronger inhibition). Dataset: bindingdb_ki. (1) The drug is CC(C(=O)O)N(Cc1ccccc1[N+](=O)[O-])S(=O)(=O)C(F)(F)C(F)(F)C(F)(F)C(F)(F)F. The target protein (P43153) has sequence MKKNLKRGELTKLKLVERWSATFTLAAFILFNSSFKVLAADKKVENSNNGQITREINADQISKTELNNEVATDNNRPLGPSIAPSRARNNKIYTFDELNRMNYSDLVELIKTISYENVPDLFNFNDGSYTFFSNRDRVQAIIYGLEDSGRTYTADDDKGIPTLVEFLRAGYYLGFYNKQLSYLNTPQLKNECLPAMKAIQYNSNFRLGTKAQDGVVEALGRLIGNASADPEVINNCIYVLSDFKDNIDKYGSNYSKGNAVFNLMKGIDYYTNSVIYNTKGYDAKNTEFYNRIDPYMERLESLCTIGDKLNNDNAWLVNNALYYTGRMGKFREDPSISQRALERAMKEYPYLSYQYIEAANDLDLNFGGKNSSGNDIDFNKIKADAREKYLPKTYTFDDGKFVVKAGDKVTEEKIKRLYWASKEVKAQFMRVVQNDKALEEGNPDDILTVVIYNSPEEYKLNRIINGFSTDNGGIYIENIGTFFTYERTPEESIYTLEELF.... The pKi is 5.7. (2) The compound is NC1=NC2(CCc3ccccc3C2)CO1. The target protein sequence is VYIIQITDGSHEWTVKHRYSDFHDLHEKLVAEKKIDRSLLPPKKIIGKNSRSLVEKREKDLEIYLQTLLATFPDVAPRVLAQFLHFHFYEINGITAALAEELFEKGEQLLGAGEVFAIGPLQLYAVTEQLQQGKPTCASGDAKTDLGHILDFTCRLKYLKVSGTEGPFGTSNIQEQLLPFDLSIFKSLHQVEISHCDARRIRGLVASKPTLATMSVRFSATSMKEVLVPEASEFDEWEPAGAALEGPVTAVIPTWQALTALDLSHNSISEIDDSVKLIPKIEFLDLSHNGVLVMNNLQHLYNLVHVDLSYNKLSSLEGAHTKLGNIKTLNLAGNLLRHLSGLHKLYSLVNLDLSDNRIEQMEEVRSIGSLPCLEHVALLNNPLSIIPDYRTKVLAQFGERASEVCLDNTVTTEKELDTVEVLKAIQKAKEVKSKLSNPEKKVSEDSRLSAAPCVRPSSSPPSAAPTSASLPQPILSNQGIMFVQEEALASSLSSTDSLTP.... The pKi is 7.4. (3) The drug is Cc1cc(C)cc(N2C(=O)NC(=O)C(=Cc3ccc(-c4ccccc4)o3)C2=O)c1. The pKi is 6.4. The target protein sequence is CPTPKEDGLAQQQTQLNLRSLLVNPEGPTLMRLNSVQSSERPLFLVHPIEGSTTVFHSLASRLSIPTYGLQCTRAAPLDSIHSLAAYYIDCIRQVQPEGPYRVAGYSYGACVAFEMCSQLQAQQSPAPTHNSLFLFDGSPTYVLAYTQSYRAKLTPGCEAEAETEAICFFVQQFTDMEHNRVLEALLPLKGLEERVAAAVDLIIKSHQGLDRQELSFAARSFYYKLRAAEQYTPKAKYHGNVMLLRAKTGGAYGEDLGADYNLSQVCDGKVSVHVIEGDHRTLLEGSGLESIISIIHSSLAEPRVSVR.